Dataset: Reaction yield outcomes from USPTO patents with 853,638 reactions. Task: Predict the reaction yield, written as a fraction of the theoretical maximum amount of product (1.0 means a 100% yield; for example, 0.34 means a 34% yield). (1) The reactants are [OH-].[Na+].Cl.Cl.[CH:5]([N:8]1[CH2:13][CH2:12][NH:11][CH2:10][CH2:9]1)([CH3:7])[CH3:6].[CH:14]([C:16]1[CH:24]=[CH:23][C:19]([C:20](Cl)=[O:21])=[CH:18][CH:17]=1)=[O:15]. The catalyst is O.C1(C)C=CC=CC=1. The product is [CH:5]([N:8]1[CH2:13][CH2:12][N:11]([C:14]([C:16]2[CH:24]=[CH:23][C:19]([CH:20]=[O:21])=[CH:18][CH:17]=2)=[O:15])[CH2:10][CH2:9]1)([CH3:7])[CH3:6]. The yield is 1.01. (2) The reactants are [CH3:1][C:2]1[O:6][N:5]=[C:4]([C:7]2[CH:12]=[CH:11][CH:10]=[CH:9][CH:8]=2)[C:3]=1[CH2:13][O:14][C:15]1[CH:23]=[CH:22][C:18]([C:19]([OH:21])=O)=[CH:17][N:16]=1.[CH2:24]([CH2:26][NH2:27])[OH:25]. No catalyst specified. The product is [OH:25][CH2:24][CH2:26][NH:27][C:19](=[O:21])[C:18]1[CH:22]=[CH:23][C:15]([O:14][CH2:13][C:3]2[C:4]([C:7]3[CH:8]=[CH:9][CH:10]=[CH:11][CH:12]=3)=[N:5][O:6][C:2]=2[CH3:1])=[N:16][CH:17]=1. The yield is 0.810. (3) The reactants are [OH:1][C:2]1[N:10]=[CH:9][CH:8]=[C:7]([I:11])[C:3]=1[C:4](Cl)=[O:5].[CH3:12][OH:13]. No catalyst specified. The product is [OH:1][C:2]1[N:10]=[CH:9][CH:8]=[C:7]([I:11])[C:3]=1[C:4]([O:13][CH3:12])=[O:5]. The yield is 1.00. (4) The reactants are [O:1]=[C:2]1[C:10]2[C:5](=[C:6]([C:11]3[S:15][C:14](C(O)=O)=[CH:13][CH:12]=3)[CH:7]=[CH:8][CH:9]=2)[CH2:4][NH:3]1.C([N:21]([CH2:24]C)CC)C.C1(P(N=[N+]=[N-])(C2C=CC=CC=2)=[O:33])C=CC=CC=1.[CH3:43][C:44]1[CH:45]=[C:46]([CH:48]=[CH:49][CH:50]=1)[NH2:47]. The catalyst is CN(C=O)C.O. The product is [CH3:43][C:44]1[CH:45]=[C:46]([NH:47][C:24]([NH:21][C:14]2[S:15][C:11]([C:6]3[CH:7]=[CH:8][CH:9]=[C:10]4[C:5]=3[CH2:4][NH:3][C:2]4=[O:1])=[CH:12][CH:13]=2)=[O:33])[CH:48]=[CH:49][CH:50]=1. The yield is 0.130. (5) The reactants are Br[C:2]1[NH:3][C:4]2[C:9]([C:10]=1[CH2:11][C:12]([O:14][CH2:15][CH3:16])=[O:13])=[CH:8][CH:7]=[CH:6][CH:5]=2.C(=O)([O-])[O-].[Na+].[Na+].[C:23]1(B(O)O)[CH:28]=[CH:27][CH:26]=[CH:25][CH:24]=1. The catalyst is O1CCOCC1.C1C=CC([P]([Pd]([P](C2C=CC=CC=2)(C2C=CC=CC=2)C2C=CC=CC=2)([P](C2C=CC=CC=2)(C2C=CC=CC=2)C2C=CC=CC=2)[P](C2C=CC=CC=2)(C2C=CC=CC=2)C2C=CC=CC=2)(C2C=CC=CC=2)C2C=CC=CC=2)=CC=1. The product is [C:23]1([C:2]2[NH:3][C:4]3[C:9]([C:10]=2[CH2:11][C:12]([O:14][CH2:15][CH3:16])=[O:13])=[CH:8][CH:7]=[CH:6][CH:5]=3)[CH:28]=[CH:27][CH:26]=[CH:25][CH:24]=1. The yield is 0.810.